Task: Predict the product of the given reaction.. Dataset: Forward reaction prediction with 1.9M reactions from USPTO patents (1976-2016) (1) Given the reactants [F:1][C:2]1[CH:3]=[C:4]([OH:9])[CH:5]=[C:6](Br)[CH:7]=1.CCN(CC)CC.[CH3:17][O:18][C:19](=[O:45])[C@@H:20]([NH:30][C:31]([C:33]1[C:34]([CH3:44])=[N:35][C:36]([NH:40][CH2:41][C:42]#[CH:43])=[N:37][C:38]=1[CH3:39])=[O:32])[CH2:21][NH:22][C:23]([C:25]1[S:26][CH:27]=[CH:28][CH:29]=1)=[O:24], predict the reaction product. The product is: [CH3:17][O:18][C:19](=[O:45])[C@@H:20]([NH:30][C:31]([C:33]1[C:38]([CH3:39])=[N:37][C:36]([NH:40][CH2:41][C:42]#[C:43][C:6]2[CH:5]=[C:4]([OH:9])[CH:3]=[C:2]([F:1])[CH:7]=2)=[N:35][C:34]=1[CH3:44])=[O:32])[CH2:21][NH:22][C:23]([C:25]1[S:26][CH:27]=[CH:28][CH:29]=1)=[O:24]. (2) Given the reactants [N+:1]([C:4]1[CH:5]=[C:6]2[C:10](=[CH:11][CH:12]=1)[NH:9][C:8](=[O:13])[CH2:7]2)([O-])=O, predict the reaction product. The product is: [NH2:1][C:4]1[CH:5]=[C:6]2[C:10](=[CH:11][CH:12]=1)[NH:9][C:8](=[O:13])[CH2:7]2. (3) Given the reactants Br[C:2]1[CH:3]=[C:4]([CH:9]=[C:10]([O:12][CH3:13])[CH:11]=1)[C:5]([O:7][CH3:8])=[O:6].[F:14][C:15]1[CH:16]=[C:17](B(O)O)[CH:18]=[CH:19][CH:20]=1, predict the reaction product. The product is: [F:14][C:15]1[CH:20]=[C:19]([C:2]2[CH:3]=[C:4]([CH:9]=[C:10]([O:12][CH3:13])[CH:11]=2)[C:5]([O:7][CH3:8])=[O:6])[CH:18]=[CH:17][CH:16]=1. (4) Given the reactants C(S[CH2:8][CH2:9][C:10]([O:12][CH2:13][CH2:14][CH2:15][CH2:16][CH2:17][CH2:18][CH2:19][CH2:20][CH2:21][CH2:22][CH2:23][CH2:24][CH2:25][CH2:26][CH2:27][CH2:28][CH2:29][CH3:30])=[O:11])/C=C/C=C/C.C(NCCS)(=O)C.[CH2:38]1[CH2:46]N2C(=NCCC2)[CH2:39]1, predict the reaction product. The product is: [C:10]([O:12][CH2:13][CH2:14][CH2:15][CH2:16][CH2:17][CH2:18][CH2:19][CH2:20][CH2:21][CH2:22][CH2:23][CH2:24][CH2:25][CH2:26][CH2:27][CH2:28][CH2:29][CH3:30])(=[O:11])/[CH:9]=[CH:8]/[CH:39]=[CH:38]/[CH3:46]. (5) Given the reactants [CH:1]([N:4]([CH3:25])[C:5]1[C:6]([C:19]2[CH:24]=[CH:23][N:22]=[CH:21][CH:20]=2)=[N:7][C:8]2[C:13]([N:14]=1)=[CH:12][C:11]([C:15]([O:17]C)=[O:16])=[CH:10][CH:9]=2)([CH3:3])[CH3:2].[OH-].[Na+].O, predict the reaction product. The product is: [CH:1]([N:4]([CH3:25])[C:5]1[C:6]([C:19]2[CH:20]=[CH:21][N:22]=[CH:23][CH:24]=2)=[N:7][C:8]2[C:13]([N:14]=1)=[CH:12][C:11]([C:15]([OH:17])=[O:16])=[CH:10][CH:9]=2)([CH3:3])[CH3:2]. (6) Given the reactants [Cl:1][C:2]1[S:6][C:5]([CH2:7][CH2:8][S:9]([NH:12][C@H:13]2[CH2:17][CH2:16][N:15]([C@@H:18]([CH2:27][O:28][CH3:29])[C:19]([N:21]3[CH2:26][CH2:25][O:24][CH2:23][CH2:22]3)=[O:20])[C:14]2=[O:30])(=[O:11])=[O:10])=[CH:4][CH:3]=1.Cl[CH2:32][C:33]([NH:35][CH3:36])=[O:34], predict the reaction product. The product is: [Cl:1][C:2]1[S:6][C:5]([CH2:7][CH2:8][S:9]([N:12]([C@H:13]2[CH2:17][CH2:16][N:15]([C@@H:18]([CH2:27][O:28][CH3:29])[C:19]([N:21]3[CH2:22][CH2:23][O:24][CH2:25][CH2:26]3)=[O:20])[C:14]2=[O:30])[CH2:32][C:33]([NH:35][CH3:36])=[O:34])(=[O:10])=[O:11])=[CH:4][CH:3]=1. (7) Given the reactants [NH2:1][CH2:2][C@@H:3]1[C@H:7]2[O:8][C:9]([CH3:12])([CH3:11])[O:10][C@H:6]2[C@H:5]([N:13]2[CH:21]=[N:20][C:19]3[C:14]2=[N:15][CH:16]=[N:17][C:18]=3[NH2:22])[O:4]1.[CH:23](=O)[CH3:24].[BH-](OC(C)=O)(OC(C)=O)OC(C)=O.[Na+].C([O-])(O)=O.[Na+], predict the reaction product. The product is: [CH2:23]([NH:1][CH2:2][C@@H:3]1[C@H:7]2[O:8][C:9]([CH3:12])([CH3:11])[O:10][C@H:6]2[C@H:5]([N:13]2[CH:21]=[N:20][C:19]3[C:14]2=[N:15][CH:16]=[N:17][C:18]=3[NH2:22])[O:4]1)[CH3:24]. (8) Given the reactants [CH:1]1([CH2:4][N:5]2[C:9]3[CH:10]=[CH:11][C:12]([S:14]([C:17]4([CH2:23][OH:24])[CH2:22][CH2:21][NH:20][CH2:19][CH2:18]4)(=[O:16])=[O:15])=[CH:13][C:8]=3[N:7]=[C:6]2[CH2:25][C:26]([CH3:29])([CH3:28])[CH3:27])[CH2:3][CH2:2]1.[C:30](Cl)(=[O:32])[CH3:31], predict the reaction product. The product is: [CH:1]1([CH2:4][N:5]2[C:9]3[CH:10]=[CH:11][C:12]([S:14]([C:17]4([CH2:23][OH:24])[CH2:22][CH2:21][N:20]([C:30](=[O:32])[CH3:31])[CH2:19][CH2:18]4)(=[O:16])=[O:15])=[CH:13][C:8]=3[N:7]=[C:6]2[CH2:25][C:26]([CH3:29])([CH3:28])[CH3:27])[CH2:3][CH2:2]1. (9) Given the reactants Cl[C:2]1[N:7]=[C:6]([NH:8][C:9]2[CH:14]=[CH:13][C:12]([C:15]3([NH:19][C:20](=[O:26])[O:21][C:22]([CH3:25])([CH3:24])[CH3:23])[CH2:18][CH2:17][CH2:16]3)=[CH:11][CH:10]=2)[C:5]([N+:27]([O-:29])=[O:28])=[CH:4][CH:3]=1.[CH3:30][N:31]([CH3:55])[C:32]([CH:34]1[CH2:39][CH2:38][N:37]([C:40]2[CH:45]=[CH:44][CH:43]=[C:42](B3OC(C)(C)C(C)(C)O3)[CH:41]=2)[CH2:36][CH2:35]1)=[O:33], predict the reaction product. The product is: [CH3:30][N:31]([CH3:55])[C:32]([CH:34]1[CH2:35][CH2:36][N:37]([C:40]2[CH:41]=[C:42]([C:2]3[N:7]=[C:6]([NH:8][C:9]4[CH:14]=[CH:13][C:12]([C:15]5([NH:19][C:20](=[O:26])[O:21][C:22]([CH3:23])([CH3:24])[CH3:25])[CH2:18][CH2:17][CH2:16]5)=[CH:11][CH:10]=4)[C:5]([N+:27]([O-:29])=[O:28])=[CH:4][CH:3]=3)[CH:43]=[CH:44][CH:45]=2)[CH2:38][CH2:39]1)=[O:33]. (10) Given the reactants [NH2:1][C@@H:2]([CH:86]([CH3:88])[CH3:87])[C:3]([NH:5][C@@H:6]([CH2:79][CH2:80][CH2:81][NH:82][C:83]([NH2:85])=[O:84])[C:7]([NH:9][C:10]1[CH:78]=[CH:77][C:13]([CH2:14][O:15][C:16]([N:18]([CH3:76])[CH2:19][CH2:20][N:21]([CH3:75])[C:22]([O:24][C:25]2[CH:33]=[C:32]3[C:28]([C@H:29]([CH2:69][Cl:70])[CH2:30][N:31]3[C:34](=[O:68])[CH2:35][CH2:36][CH2:37][C:38]([N:40]3[C:48]4[C:43](=[C:44]5[C:64]([CH3:65])=[CH:63][S:62][C:45]5=[C:46]([O:49][C@@H:50]5[O:55][C@H:54]([C:56]([OH:58])=[O:57])[C@@H:53]([OH:59])[C@H:52]([OH:60])[C@H:51]5[OH:61])[CH:47]=4)[C@H:42]([CH2:66][Cl:67])[CH2:41]3)=[O:39])=[C:27]3[C:71]([CH3:74])=[CH:72][S:73][C:26]=23)=[O:23])=[O:17])=[CH:12][CH:11]=1)=[O:8])=[O:4].[O:89]=[C:90]1[CH:94]=[CH:93][C:92](=[O:95])[N:91]1[CH2:96][CH2:97][O:98][CH2:99][CH2:100][O:101][CH2:102][CH2:103][O:104][CH2:105][CH2:106][O:107][CH2:108][CH2:109][O:110][CH2:111][CH2:112][O:113][CH2:114][CH2:115][C:116](OC1C(F)=C(F)C(F)=C(F)C=1F)=[O:117].CCN(C(C)C)C(C)C, predict the reaction product. The product is: [Cl:67][CH2:66][C@H:42]1[C:43]2[C:48](=[CH:47][C:46]([O:49][C@@H:50]3[O:55][C@H:54]([C:56]([OH:58])=[O:57])[C@@H:53]([OH:59])[C@H:52]([OH:60])[C@H:51]3[OH:61])=[C:45]3[S:62][CH:63]=[C:64]([CH3:65])[C:44]3=2)[N:40]([C:38](=[O:39])[CH2:37][CH2:36][CH2:35][C:34]([N:31]2[C:32]3[C:28](=[C:27]4[C:71]([CH3:74])=[CH:72][S:73][C:26]4=[C:25]([O:24][C:22](=[O:23])[N:21]([CH2:20][CH2:19][N:18]([C:16]([O:15][CH2:14][C:13]4[CH:12]=[CH:11][C:10]([NH:9][C:7](=[O:8])[C@H:6]([CH2:79][CH2:80][CH2:81][NH:82][C:83]([NH2:85])=[O:84])[NH:5][C:3](=[O:4])[C@H:2]([CH:86]([CH3:88])[CH3:87])[NH:1][C:116](=[O:117])[CH2:115][CH2:114][O:113][CH2:112][CH2:111][O:110][CH2:109][CH2:108][O:107][CH2:106][CH2:105][O:104][CH2:103][CH2:102][O:101][CH2:100][CH2:99][O:98][CH2:97][CH2:96][N:91]5[C:92](=[O:95])[CH:93]=[CH:94][C:90]5=[O:89])=[CH:78][CH:77]=4)=[O:17])[CH3:76])[CH3:75])[CH:33]=3)[C@H:29]([CH2:69][Cl:70])[CH2:30]2)=[O:68])[CH2:41]1.